From a dataset of TCR-epitope binding with 47,182 pairs between 192 epitopes and 23,139 TCRs. Binary Classification. Given a T-cell receptor sequence (or CDR3 region) and an epitope sequence, predict whether binding occurs between them. (1) The epitope is VLWAHGFEL. The TCR CDR3 sequence is CASSQGSGRAGYNEQFF. Result: 0 (the TCR does not bind to the epitope). (2) The epitope is RLQSLQTYV. The TCR CDR3 sequence is CASSYGYEQFF. Result: 0 (the TCR does not bind to the epitope).